Task: Regression/Classification. Given a drug SMILES string, predict its absorption, distribution, metabolism, or excretion properties. Task type varies by dataset: regression for continuous measurements (e.g., permeability, clearance, half-life) or binary classification for categorical outcomes (e.g., BBB penetration, CYP inhibition). Dataset: cyp2c9_veith.. Dataset: CYP2C9 inhibition data for predicting drug metabolism from PubChem BioAssay The compound is COc1ccccc1CNc1cc(-c2ccccc2C)ncn1. The result is 0 (non-inhibitor).